Dataset: Reaction yield outcomes from USPTO patents with 853,638 reactions. Task: Predict the reaction yield, written as a fraction of the theoretical maximum amount of product (1.0 means a 100% yield; for example, 0.34 means a 34% yield). The reactants are [O:1]1[CH:5]=[CH:4][CH:3]=[CH:2]1.[Li]CCCC.C[Si](Cl)(C)C.[CH2:16]1[O:18][CH2:17]1.C1C[O:22]CC1. No catalyst specified. The product is [OH:18][CH2:16][CH2:17][C:5]1[O:1][C:2](=[O:22])[CH2:3][CH:4]=1. The yield is 0.540.